From a dataset of Peptide-MHC class I binding affinity with 185,985 pairs from IEDB/IMGT. Regression. Given a peptide amino acid sequence and an MHC pseudo amino acid sequence, predict their binding affinity value. This is MHC class I binding data. (1) The binding affinity (normalized) is 0.974. The peptide sequence is FSFFYTAL. The MHC is H-2-Kb with pseudo-sequence H-2-Kb. (2) The MHC is HLA-A01:01 with pseudo-sequence HLA-A01:01. The peptide sequence is RVRRLNWAA. The binding affinity (normalized) is 0.0847. (3) The peptide sequence is FRYNGLIHR. The MHC is HLA-A29:02 with pseudo-sequence HLA-A29:02. The binding affinity (normalized) is 0. (4) The peptide sequence is LRQGYRPVFSS. The MHC is HLA-B27:05 with pseudo-sequence HLA-B27:05. The binding affinity (normalized) is 0.381. (5) The peptide sequence is RIYDPLWFQ. The MHC is HLA-A68:02 with pseudo-sequence HLA-A68:02. The binding affinity (normalized) is 0.0847.